This data is from Reaction yield outcomes from USPTO patents with 853,638 reactions. The task is: Predict the reaction yield, written as a fraction of the theoretical maximum amount of product (1.0 means a 100% yield; for example, 0.34 means a 34% yield). (1) The reactants are [CH:1]1[C:13]2[NH:12][C:11]3[C:6](=[CH:7][CH:8]=[CH:9][CH:10]=3)[C:5]=2[CH:4]=[CH:3][CH:2]=1.I[C:15]1[CH:20]=[CH:19][C:18]([O:21][CH3:22])=[CH:17][CH:16]=1.P([O-])([O-])([O-])=O.[K+].[K+].[K+].N[C@@H]1CCCC[C@H]1N. The catalyst is O1CCOCC1.[Cu](I)I. The product is [CH3:22][O:21][C:18]1[CH:19]=[CH:20][C:15]([N:12]2[C:11]3[CH:10]=[CH:9][CH:8]=[CH:7][C:6]=3[C:5]3[C:13]2=[CH:1][CH:2]=[CH:3][CH:4]=3)=[CH:16][CH:17]=1. The yield is 0.580. (2) The reactants are [Cl-].O[NH3+:3].[C:4](=[O:7])([O-])[OH:5].[Na+].[CH2:9]([N:16]1[CH2:21][CH2:20][CH:19]([N:22]2[C:27](=[O:28])[C:26]([CH2:29][C:30]3[CH:35]=[CH:34][C:33]([C:36]4[C:37]([C:42]#[N:43])=[CH:38][CH:39]=[CH:40][CH:41]=4)=[CH:32][CH:31]=3)=[C:25]([CH2:44][CH2:45][CH3:46])[N:24]3[N:47]=[CH:48][N:49]=[C:23]23)[CH2:18][CH2:17]1)[C:10]1[CH:15]=[CH:14][CH:13]=[CH:12][CH:11]=1. The catalyst is CS(C)=O.C(OCC)(=O)C. The product is [CH2:9]([N:16]1[CH2:21][CH2:20][CH:19]([N:22]2[C:27](=[O:28])[C:26]([CH2:29][C:30]3[CH:35]=[CH:34][C:33]([C:36]4[CH:41]=[CH:40][CH:39]=[CH:38][C:37]=4[C:42]4[NH:3][C:4](=[O:7])[O:5][N:43]=4)=[CH:32][CH:31]=3)=[C:25]([CH2:44][CH2:45][CH3:46])[N:24]3[N:47]=[CH:48][N:49]=[C:23]23)[CH2:18][CH2:17]1)[C:10]1[CH:15]=[CH:14][CH:13]=[CH:12][CH:11]=1. The yield is 0.160. (3) The reactants are F[C:2](F)(F)[C:3](O)=O.CC(N1[C:16]([C:17]([NH:19][CH2:20][C:21]2[CH:26]=[CH:25][C:24]([C:27]3[CH:28]=[C:29]4[C:33](=[C:34]([C:36]([NH2:38])=[O:37])[CH:35]=3)[NH:32][CH:31]=[C:30]4[CH:39]3[CH2:44][CH2:43][N:42]([S:45]([CH2:48][CH3:49])(=[O:47])=[O:46])[CH2:41][CH2:40]3)=[CH:23][CH:22]=2)=[O:18])=[CH:15][C:14](C)=N1)(C)C.CC(N1C(C(NCC2C=CC(B(O)O)=CC=2)=O)=CC(C)=N1)(C)C. No catalyst specified. The product is [CH:16]1([C:17]([NH:19][CH2:20][C:21]2[CH:26]=[CH:25][C:24]([C:27]3[CH:28]=[C:29]4[C:33](=[C:34]([C:36]([NH2:38])=[O:37])[CH:35]=3)[NH:32][CH:31]=[C:30]4[CH:39]3[CH2:44][CH2:43][N:42]([S:45]([CH2:48][CH3:49])(=[O:46])=[O:47])[CH2:41][CH2:40]3)=[CH:23][CH:22]=2)=[O:18])[CH2:15][CH2:14][CH2:3][CH2:2]1. The yield is 0.470. (4) The reactants are [CH3:1][O:2][C:3]1[C:8]([C:9]2[CH:14]=[CH:13][C:12]([O:15][CH3:16])=[CH:11][CH:10]=2)=[CH:7][C:6]([CH2:17][NH:18][CH:19](C2C3C(=CC=CC=3)N=CC=2)[CH3:20])=[CH:5][CH:4]=1.[N:31]1[C:40]2[C:35](=[CH:36][CH:37]=[CH:38][C:39]=2C(N)C)[CH:34]=[CH:33][CH:32]=1.COC1C(C2C=CC(OC)=CC=2)=CC(C=O)=CC=1.C([BH3-])#N.[Na+]. No catalyst specified. The product is [CH3:1][O:2][C:3]1[C:8]([C:9]2[CH:14]=[CH:13][C:12]([O:15][CH3:16])=[CH:11][CH:10]=2)=[CH:7][C:6]([CH2:17][NH:18][CH:19]([C:39]2[CH:38]=[CH:37][CH:36]=[C:35]3[C:40]=2[N:31]=[CH:32][CH:33]=[CH:34]3)[CH3:20])=[CH:5][CH:4]=1. The yield is 0.720. (5) The reactants are C([O:8][CH2:9][C:10]1[N:14]([C:15]2[CH:20]=[CH:19][CH:18]=[CH:17][C:16]=2[F:21])[C:13]([C:22]2[CH:27]=[CH:26][C:25]([C:28]3[CH:33]=[CH:32][CH:31]=[CH:30][CH:29]=3)=[CH:24][CH:23]=2)=[N:12][N:11]=1)C1C=CC=CC=1.B(Cl)(Cl)Cl.CCCCCC.CO.C(=O)([O-])O.[Na+]. The catalyst is C(Cl)(Cl)Cl. The product is [C:25]1([C:28]2[CH:29]=[CH:30][CH:31]=[CH:32][CH:33]=2)[CH:26]=[CH:27][C:22]([C:13]2[N:14]([C:15]3[CH:20]=[CH:19][CH:18]=[CH:17][C:16]=3[F:21])[C:10]([CH2:9][OH:8])=[N:11][N:12]=2)=[CH:23][CH:24]=1. The yield is 0.440. (6) The reactants are [NH2:1][C@@H:2]([CH2:7][CH2:8][CH:9]([CH2:14][C:15]1[CH:20]=[CH:19][C:18]([O:21][CH2:22][F:23])=[CH:17][CH:16]=1)[C:10]([O:12]C)=[O:11])[C:3]([O:5]C)=[O:4].O1CCCC1. The catalyst is [OH-].[Na+].O. The product is [NH2:1][C@@H:2]([CH2:7][CH2:8][CH:9]([CH2:14][C:15]1[CH:20]=[CH:19][C:18]([O:21][CH2:22][F:23])=[CH:17][CH:16]=1)[C:10]([OH:12])=[O:11])[C:3]([OH:5])=[O:4]. The yield is 0.0430. (7) The reactants are [C:1]([C:5](=[CH:11][C:12]1[CH:17]=[CH:16][C:15]([O:18][CH3:19])=[CH:14][C:13]=1[CH2:20][N:21]([C:29]([O:31][C:32]([CH3:35])([CH3:34])[CH3:33])=[O:30])[C:22]([O:24][C:25]([CH3:28])([CH3:27])[CH3:26])=[O:23])[CH2:6][C:7]([O:9][CH3:10])=[O:8])([O:3][CH3:4])=[O:2].[H][H]. The catalyst is [Pd].C(OCC)(=O)C. The product is [C:1]([CH:5]([CH2:11][C:12]1[CH:17]=[CH:16][C:15]([O:18][CH3:19])=[CH:14][C:13]=1[CH2:20][N:21]([C:29]([O:31][C:32]([CH3:35])([CH3:34])[CH3:33])=[O:30])[C:22]([O:24][C:25]([CH3:28])([CH3:26])[CH3:27])=[O:23])[CH2:6][C:7]([O:9][CH3:10])=[O:8])([O:3][CH3:4])=[O:2]. The yield is 1.00. (8) The yield is 0.810. The reactants are [Br:1][C:2]1[CH:3]=[C:4]([N+:10]([O-])=O)[C:5]([O:8][CH3:9])=[N:6][CH:7]=1.O.O.[Sn](Cl)Cl. The catalyst is CCOC(C)=O. The product is [NH2:10][C:4]1[C:5]([O:8][CH3:9])=[N:6][CH:7]=[C:2]([Br:1])[CH:3]=1. (9) The reactants are Br[C:2]1[CH:3]=[CH:4][C:5]([CH:8]=[O:9])=[N:6][CH:7]=1.C(=O)([O-])[O-].[Na+].[Na+].[F:16][C:17]([F:28])([F:27])[C:18]1[CH:23]=[CH:22][C:21](B(O)O)=[CH:20][CH:19]=1. The catalyst is COCCOC.C1C=CC([P]([Pd]([P](C2C=CC=CC=2)(C2C=CC=CC=2)C2C=CC=CC=2)([P](C2C=CC=CC=2)(C2C=CC=CC=2)C2C=CC=CC=2)[P](C2C=CC=CC=2)(C2C=CC=CC=2)C2C=CC=CC=2)(C2C=CC=CC=2)C2C=CC=CC=2)=CC=1. The product is [F:16][C:17]([F:28])([F:27])[C:18]1[CH:23]=[CH:22][C:21]([C:2]2[CH:3]=[CH:4][C:5]([CH:8]=[O:9])=[N:6][CH:7]=2)=[CH:20][CH:19]=1. The yield is 0.480. (10) The reactants are FC(F)(F)S(O[CH2:7][C:8]([F:16])([F:15])[C:9]1[CH:14]=[CH:13][CH:12]=[CH:11][CH:10]=1)(=O)=O.[N-:19]=[N+:20]=[N-:21].[Na+]. The catalyst is CN(C=O)C.O. The product is [N:19]([CH2:7][C:8]([C:9]1[CH:14]=[CH:13][CH:12]=[CH:11][CH:10]=1)([F:16])[F:15])=[N+:20]=[N-:21]. The yield is 0.990.